From a dataset of TCR-epitope binding with 47,182 pairs between 192 epitopes and 23,139 TCRs. Binary Classification. Given a T-cell receptor sequence (or CDR3 region) and an epitope sequence, predict whether binding occurs between them. (1) The epitope is KRWIILGLNK. The TCR CDR3 sequence is CASSEGAAGNQPQHF. Result: 0 (the TCR does not bind to the epitope). (2) The epitope is KAYNVTQAF. The TCR CDR3 sequence is CASSFDRGTEAFF. Result: 1 (the TCR binds to the epitope).